From a dataset of Catalyst prediction with 721,799 reactions and 888 catalyst types from USPTO. Predict which catalyst facilitates the given reaction. (1) The catalyst class is: 6. Product: [C:20]([O:16][CH2:15][CH:12]([C:3]1[CH:4]=[C:5]([O:8][CH:9]([F:11])[F:10])[CH:6]=[CH:7][C:2]=1[Cl:1])[C:13]#[N:14])(=[O:22])[CH3:21]. Reactant: [Cl:1][C:2]1[CH:7]=[CH:6][C:5]([O:8][CH:9]([F:11])[F:10])=[CH:4][C:3]=1[CH:12]([CH2:15][OH:16])[C:13]#[N:14].C(#N)C.[C:20](OC(=O)C)(=[O:22])[CH3:21].OS(O)(=O)=O. (2) Reactant: C(O[C:4]([C:6]1[CH:7]=[C:8]([CH3:16])[C:9]([F:15])=[C:10]2[C:14]=1[NH:13][CH:12]=[CH:11]2)=[O:5])C.[OH-].[K+].[C:19]([C:23]1[CH:39]=[CH:38][C:26]([CH2:27][NH:28][CH2:29][CH2:30][C:31]2[CH:36]=[CH:35][C:34]([F:37])=[CH:33][CH:32]=2)=[CH:25][CH:24]=1)([CH3:22])([CH3:21])[CH3:20].CN1CCOCC1.CN(C(ON1N=NC2C=CC=CC1=2)=[N+](C)C)C.F[P-](F)(F)(F)(F)F. Product: [C:19]([C:23]1[CH:39]=[CH:38][C:26]([CH2:27][N:28]([CH2:29][CH2:30][C:31]2[CH:36]=[CH:35][C:34]([F:37])=[CH:33][CH:32]=2)[C:4]([C:6]2[CH:7]=[C:8]([CH3:16])[C:9]([F:15])=[C:10]3[C:14]=2[NH:13][CH:12]=[CH:11]3)=[O:5])=[CH:25][CH:24]=1)([CH3:22])([CH3:20])[CH3:21]. The catalyst class is: 1. (3) Reactant: [Cl:1][C:2]1[CH:3]=[C:4]2[C:8](=[CH:9][C:10]=1[Cl:11])[NH:7][CH:6]=[C:5]2[CH2:12][C:13]([O:15]CC)=[O:14].[Li+].[OH-].Cl. Product: [Cl:1][C:2]1[CH:3]=[C:4]2[C:8](=[CH:9][C:10]=1[Cl:11])[NH:7][CH:6]=[C:5]2[CH2:12][C:13]([OH:15])=[O:14]. The catalyst class is: 20. (4) Reactant: Br[C:2]1[CH:3]=[C:4]2[C:9](=[CH:10][C:11]=1[O:12][CH3:13])[N:8]([C@@H:14]([CH:24]([CH3:26])[CH3:25])[CH2:15][O:16][Si:17]([C:20]([CH3:23])([CH3:22])[CH3:21])([CH3:19])[CH3:18])[CH:7]=[C:6]([C:27]([O:29][CH2:30][CH3:31])=[O:28])[C:5]2=[O:32].[F:33][C:34]1[CH:39]=[CH:38][C:37]([CH2:40][NH2:41])=[CH:36][CH:35]=1.C1C=CC(P(C2C(C3C(P(C4C=CC=CC=4)C4C=CC=CC=4)=CC=C4C=3C=CC=C4)=C3C(C=CC=C3)=CC=2)C2C=CC=CC=2)=CC=1.C([O-])([O-])=O.[Cs+].[Cs+]. Product: [Si:17]([O:16][CH2:15][C@@H:14]([N:8]1[C:9]2[C:4](=[CH:3][C:2]([NH:41][CH2:40][C:37]3[CH:38]=[CH:39][C:34]([F:33])=[CH:35][CH:36]=3)=[C:11]([O:12][CH3:13])[CH:10]=2)[C:5](=[O:32])[C:6]([C:27]([O:29][CH2:30][CH3:31])=[O:28])=[CH:7]1)[CH:24]([CH3:25])[CH3:26])([C:20]([CH3:23])([CH3:22])[CH3:21])([CH3:18])[CH3:19]. The catalyst class is: 222.